From a dataset of Reaction yield outcomes from USPTO patents with 853,638 reactions. Predict the reaction yield, written as a fraction of the theoretical maximum amount of product (1.0 means a 100% yield; for example, 0.34 means a 34% yield). The reactants are Br[C:2]1[CH:3]=[CH:4][C:5]([F:10])=[C:6]([CH:9]=1)[C:7]#[N:8].[CH2:11]([Sn](CCCC)(CCCC)CCCC)[CH:12]=[CH2:13]. The catalyst is CN(C=O)C.CCOC(C)=O.C1C=CC([P]([Pd]([P](C2C=CC=CC=2)(C2C=CC=CC=2)C2C=CC=CC=2)([P](C2C=CC=CC=2)(C2C=CC=CC=2)C2C=CC=CC=2)[P](C2C=CC=CC=2)(C2C=CC=CC=2)C2C=CC=CC=2)(C2C=CC=CC=2)C2C=CC=CC=2)=CC=1. The product is [CH2:13]([C:2]1[CH:3]=[CH:4][C:5]([F:10])=[C:6]([CH:9]=1)[C:7]#[N:8])[CH:12]=[CH2:11]. The yield is 0.610.